The task is: Predict the reactants needed to synthesize the given product.. This data is from Full USPTO retrosynthesis dataset with 1.9M reactions from patents (1976-2016). (1) Given the product [F:24][C:25]1[CH:26]=[C:27]([C:32]2([CH2:33][CH3:34])[O:4][CH2:1][CH2:2][O:3]2)[CH:28]=[C:29]([F:31])[CH:30]=1, predict the reactants needed to synthesize it. The reactants are: [CH2:1]([OH:4])[CH2:2][OH:3].O.S(C1C=CC(C)=CC=1)(O)(=O)=O.C1(C)C=CC=CC=1.[F:24][C:25]1[CH:26]=[C:27]([C:32](=O)[CH2:33][CH3:34])[CH:28]=[C:29]([F:31])[CH:30]=1. (2) Given the product [CH3:29][O:30][C:31]1[CH:32]=[CH:33][C:34]([S:37]([N:11]2[C:12]3[C:8](=[C:7]4[CH2:1][NH:2][CH2:3][CH2:4][O:5][C:6]4=[CH:14][CH:13]=3)[CH:9]=[CH:10]2)(=[O:39])=[O:38])=[CH:35][CH:36]=1, predict the reactants needed to synthesize it. The reactants are: [CH2:1]1[C:7]2=[C:8]3[C:12](=[CH:13][CH:14]=[C:6]2[O:5][CH2:4][CH2:3][N:2]1C(OC(C)(C)C)=O)[NH:11][CH:10]=[CH:9]3.[H-].[Na+].CN(C=O)C.[CH3:29][O:30][C:31]1[CH:36]=[CH:35][C:34]([S:37](Cl)(=[O:39])=[O:38])=[CH:33][CH:32]=1. (3) The reactants are: [C:1]([O:5][C:6](=[O:49])[CH2:7][N:8]([C:42]([O:44][C:45]([CH3:48])([CH3:47])[CH3:46])=[O:43])[C:9]1[CH:14]=[CH:13][CH:12]=[C:11]([CH:15]([S:33]([C:36]2[CH:41]=[CH:40][CH:39]=[CH:38][N:37]=2)(=[O:35])=[O:34])[NH:16][CH2:17][C:18]2[CH:23]=[CH:22][C:21](B3OC(C)(C)C(C)(C)O3)=[CH:20][CH:19]=2)[N:10]=1)([CH3:4])([CH3:3])[CH3:2].Br[C:51]1[S:52][CH:53]=[C:54]([C:56]([F:59])([F:58])[F:57])[N:55]=1. Given the product [C:1]([O:5][C:6](=[O:49])[CH2:7][N:8]([C:42]([O:44][C:45]([CH3:48])([CH3:47])[CH3:46])=[O:43])[C:9]1[CH:14]=[CH:13][CH:12]=[C:11]([CH:15]([S:33]([C:36]2[CH:41]=[CH:40][CH:39]=[CH:38][N:37]=2)(=[O:35])=[O:34])[NH:16][CH2:17][C:18]2[CH:19]=[CH:20][C:21]([C:51]3[S:52][CH:53]=[C:54]([C:56]([F:59])([F:58])[F:57])[N:55]=3)=[CH:22][CH:23]=2)[N:10]=1)([CH3:3])([CH3:4])[CH3:2], predict the reactants needed to synthesize it. (4) Given the product [CH3:34][C:30]1[CH:29]=[C:28]([C:26]2[O:25][N:9]=[C:8]([CH2:12][P:13](=[O:20])([O:14][CH2:15][CH3:16])[O:17][CH2:18][CH3:19])[N:27]=2)[CH:33]=[CH:32][CH:31]=1, predict the reactants needed to synthesize it. The reactants are: O1C=CC=C1C1N(C)[N:9]=[C:8]([CH2:12][P:13](=[O:20])([O:17][CH2:18][CH3:19])[O:14][CH2:15][CH3:16])C=1.ClCC1[N:27]=[C:26]([C:28]2[CH:29]=[C:30]([CH3:34])[CH:31]=[CH:32][CH:33]=2)[O:25]N=1. (5) Given the product [Br:31][C:7]1[N:6]2[C:2]([Cl:1])=[C:3]([C:20]([F:23])([F:21])[F:22])[N:4]=[C:5]2[C:10]([N:11]([CH3:19])[C:12](=[O:18])[O:13][C:14]([CH3:17])([CH3:16])[CH3:15])=[CH:9][CH:8]=1, predict the reactants needed to synthesize it. The reactants are: [Cl:1][C:2]1[N:6]2[CH:7]=[CH:8][CH:9]=[C:10]([N:11]([CH3:19])[C:12](=[O:18])[O:13][C:14]([CH3:17])([CH3:16])[CH3:15])[C:5]2=[N:4][C:3]=1[C:20]([F:23])([F:22])[F:21].C1C(=O)N([Br:31])C(=O)C1.O. (6) The reactants are: [Cl:1][C:2]1[CH:11]=[C:10]([NH:12][C:13]([C:15]2[S:16][C:17]([Cl:20])=[CH:18][CH:19]=2)=[O:14])[CH:9]=[C:8]2[C:3]=1[CH2:4][CH2:5][N:6](C(=O)C(F)(F)F)[CH2:7]2.C(=O)([O-])[O-].[K+].[K+]. Given the product [Cl:1][C:2]1[CH:11]=[C:10]([NH:12][C:13]([C:15]2[S:16][C:17]([Cl:20])=[CH:18][CH:19]=2)=[O:14])[CH:9]=[C:8]2[C:3]=1[CH2:4][CH2:5][NH:6][CH2:7]2, predict the reactants needed to synthesize it.